This data is from Catalyst prediction with 721,799 reactions and 888 catalyst types from USPTO. The task is: Predict which catalyst facilitates the given reaction. Reactant: O[C:2](O)([C:28]([F:31])([F:30])[F:29])[CH2:3][C:4]([NH:6][C:7]1[C:8]([F:27])=[CH:9][C:10]([Cl:26])=[C:11]([CH:25]=1)[O:12][C:13]1[CH:24]=[CH:23][CH:22]=[CH:21][C:14]=1[O:15][CH2:16][C:17]([O:19][CH3:20])=[O:18])=[O:5].O1CCCC1.C(O)(=O)C.[O-:42][C:43]#[N:44].[K+]. Product: [Cl:26][C:10]1[CH:9]=[C:8]([F:27])[C:7]([N:6]2[C:4](=[O:5])[CH:3]=[C:2]([C:28]([F:31])([F:30])[F:29])[NH:44][C:43]2=[O:42])=[CH:25][C:11]=1[O:12][C:13]1[CH:24]=[CH:23][CH:22]=[CH:21][C:14]=1[O:15][CH2:16][C:17]([O:19][CH3:20])=[O:18]. The catalyst class is: 6.